From a dataset of Reaction yield outcomes from USPTO patents with 853,638 reactions. Predict the reaction yield, written as a fraction of the theoretical maximum amount of product (1.0 means a 100% yield; for example, 0.34 means a 34% yield). (1) The reactants are C(Cl)CCl.[NH:5]([C:7]1[C:8]2[N:9]([CH:17]=[CH:18][CH:19]=2)[C:10]2[C:15]([N:16]=1)=[CH:14][CH:13]=[CH:12][CH:11]=2)[NH2:6].[NH:20]1[C:28]2[C:23](=[CH:24][CH:25]=[CH:26][CH:27]=2)[CH:22]=[C:21]1[C:29](O)=[O:30].C(=O)(O)[O-].[Na+]. The catalyst is CN(C1C=CN=CC=1)C.C(OCC)(=O)C.O. The product is [CH:17]1[N:9]2[C:10]3[C:15]([N:16]=[C:7]([NH:5][NH:6][C:29]([C:21]4[NH:20][C:28]5[C:23]([CH:22]=4)=[CH:24][CH:25]=[CH:26][CH:27]=5)=[O:30])[C:8]2=[CH:19][CH:18]=1)=[CH:14][CH:13]=[CH:12][CH:11]=3. The yield is 0.620. (2) The reactants are [CH3:1][O:2][C:3]([NH:5][CH2:6][CH2:7][O:8][CH:9]([C:21]1[CH:26]=[CH:25][CH:24]=[C:23]([Cl:27])[CH:22]=1)[CH2:10][CH2:11][N:12](C)[C:13](=O)OC(C)(C)C)=[O:4]. The catalyst is C(O)(C(F)(F)F)=O.C(Cl)Cl. The product is [Cl:27][C:23]1[CH:22]=[C:21]([CH:9]([O:8][CH2:7][CH2:6][NH:5][C:3](=[O:4])[O:2][CH3:1])[CH2:10][CH2:11][NH:12][CH3:13])[CH:26]=[CH:25][CH:24]=1. The yield is 1.00. (3) The reactants are [H-].[Al+3].[Li+].[H-].[H-].[H-].C[O:8][C:9]([C:11]1[C:20]([CH3:21])=[C:19]([CH2:22][C:23]2[CH:28]=[CH:27][C:26]([S:29]([CH2:32][CH3:33])(=[O:31])=[O:30])=[CH:25][CH:24]=2)[C:18]2[C:13](=[CH:14][CH:15]=[C:16]([F:34])[CH:17]=2)[CH:12]=1)=O.C(OCC)(=O)C. The catalyst is O1CCCC1. The product is [CH2:32]([S:29]([C:26]1[CH:27]=[CH:28][C:23]([CH2:22][C:19]2[C:18]3[C:13](=[CH:14][CH:15]=[C:16]([F:34])[CH:17]=3)[CH:12]=[C:11]([CH2:9][OH:8])[C:20]=2[CH3:21])=[CH:24][CH:25]=1)(=[O:30])=[O:31])[CH3:33]. The yield is 0.960. (4) The reactants are [CH3:1][CH2:2][CH2:3][CH2:4][N:5]1[C@H:10]([C:11]([NH:13][C:14]2[C:19]([CH3:20])=[CH:18][CH:17]=[CH:16][C:15]=2[CH3:21])=[O:12])[CH2:9][CH2:8][CH2:7][CH2:6]1.C(O)CO. The catalyst is O. The product is [CH3:1][CH2:2][CH2:3][CH2:4][N:5]1[CH:10]([C:11]([NH:13][C:14]2[C:19]([CH3:20])=[CH:18][CH:17]=[CH:16][C:15]=2[CH3:21])=[O:12])[CH2:9][CH2:8][CH2:7][CH2:6]1. The yield is 1.00. (5) The reactants are [CH3:1][S:2][C:3]1[CH:11]=[C:10]2[C:6]([CH:7]=[CH:8][N:9]2S(C2C=CC=CC=2)(=O)=O)=[CH:5][CH:4]=1.[Li]CCCC.[CH:26](=[O:30])[CH:27]([CH3:29])[CH3:28]. The catalyst is C1COCC1. The product is [CH3:28][CH:27]([CH3:29])[C:26]([C:8]1[NH:9][C:10]2[C:6]([CH:7]=1)=[CH:5][CH:4]=[C:3]([S:2][CH3:1])[CH:11]=2)=[O:30]. The yield is 0.643. (6) The reactants are Cl.[CH3:2][O:3][C:4]1[CH:5]=[CH:6][C:7]([N+:13]([O-:15])=[O:14])=[C:8]([CH:12]=1)[C:9]([OH:11])=[O:10].[CH3:16]O. No catalyst specified. The product is [CH3:2][O:3][C:4]1[CH:5]=[CH:6][C:7]([N+:13]([O-:15])=[O:14])=[C:8]([CH:12]=1)[C:9]([O:11][CH3:16])=[O:10]. The yield is 0.770. (7) The reactants are C[N:2](C)[CH:3]=[C:4]([C:7]1[CH:12]=[C:11]([CH3:13])[N:10]=[C:9]([CH3:14])[CH:8]=1)[C:5]#[N:6].O.[NH2:17]N. The catalyst is C(O)C. The product is [CH3:13][C:11]1[CH:12]=[C:7]([C:4]2[CH:5]=[N:6][NH:2][C:3]=2[NH2:17])[CH:8]=[C:9]([CH3:14])[N:10]=1. The yield is 0.390.